This data is from Reaction yield outcomes from USPTO patents with 853,638 reactions. The task is: Predict the reaction yield, written as a fraction of the theoretical maximum amount of product (1.0 means a 100% yield; for example, 0.34 means a 34% yield). The reactants are [CH2:1]([O:8][C:9](=[O:21])[N:10]([CH:12]1[CH2:17][CH2:16][C:15](=[CH:18][O:19]C)[CH2:14][CH2:13]1)[CH3:11])[C:2]1[CH:7]=[CH:6][CH:5]=[CH:4][CH:3]=1.Cl. The catalyst is C1COCC1. The product is [CH2:1]([O:8][C:9](=[O:21])[N:10]([CH:12]1[CH2:17][CH2:16][CH:15]([CH:18]=[O:19])[CH2:14][CH2:13]1)[CH3:11])[C:2]1[CH:3]=[CH:4][CH:5]=[CH:6][CH:7]=1. The yield is 0.970.